Task: Predict the reactants needed to synthesize the given product.. Dataset: Full USPTO retrosynthesis dataset with 1.9M reactions from patents (1976-2016) (1) The reactants are: [C:1]([O:5][C:6]([N:8]1[CH2:13][CH2:12][C:11](=O)[CH2:10][CH2:9]1)=[O:7])([CH3:4])([CH3:3])[CH3:2].C(=O)([O-])[O-].[K+].[K+].C(OP([CH2:29][C:30]#[N:31])(=O)OCC)C. Given the product [C:1]([O:5][C:6]([N:8]1[CH2:13][CH2:12][C:11](=[CH:29][C:30]#[N:31])[CH2:10][CH2:9]1)=[O:7])([CH3:4])([CH3:3])[CH3:2], predict the reactants needed to synthesize it. (2) Given the product [ClH:1].[N:5]1[CH:2]=[CH:3][N:7]2[CH:8]=[C:9]([C:10]([OH:12])=[O:11])[CH:13]=[CH:14][C:6]=12, predict the reactants needed to synthesize it. The reactants are: [Cl:1][CH2:2][CH:3]=O.[NH2:5][C:6]1[CH:14]=[CH:13][C:9]([C:10]([OH:12])=[O:11])=[CH:8][N:7]=1. (3) Given the product [OH:18][CH:17]([C:19]1[CH:20]=[C:21]2[C:25](=[CH:26][CH:27]=1)[C:24]([CH3:28])([CH3:29])[CH:23]([OH:30])[C:22]2([CH3:32])[CH3:31])[CH2:16][N:13]1[CH2:14][CH2:15][N:10]([C:3]2[C:4]3[C:9](=[CH:8][CH:7]=[CH:6][CH:5]=3)[NH:1][N:2]=2)[CH2:11][CH2:12]1, predict the reactants needed to synthesize it. The reactants are: [NH:1]1[C:9]2[C:4](=[CH:5][CH:6]=[CH:7][CH:8]=2)[C:3]([N:10]2[CH2:15][CH2:14][N:13]([CH2:16][C:17]([C:19]3[CH:20]=[C:21]4[C:25](=[CH:26][CH:27]=3)[C:24]([CH3:29])([CH3:28])[C:23](=[O:30])[C:22]4([CH3:32])[CH3:31])=[O:18])[CH2:12][CH2:11]2)=[N:2]1.[BH4-].[Na+]. (4) Given the product [Br:1][C:2]1[C:7]([NH:8][CH2:9][CH3:10])=[C:6]([NH2:11])[C:5]([Cl:15])=[N:4][CH:3]=1, predict the reactants needed to synthesize it. The reactants are: [Br:1][C:2]1[CH:3]=[N:4][CH:5]=[C:6]([N+:11]([O-])=O)[C:7]=1[NH:8][CH2:9][CH3:10].[Sn](Cl)(Cl)(Cl)[Cl:15]. (5) Given the product [N+:16]([C:13]1[CH:14]=[CH:15][C:5]2[S:11][CH2:10][CH2:9][NH:8][CH2:7][C:6]=2[CH:12]=1)([O-:18])=[O:17], predict the reactants needed to synthesize it. The reactants are: [H-].[Na+].Cl.Cl[C:5]1[CH:15]=[CH:14][C:13]([N+:16]([O-:18])=[O:17])=[CH:12][C:6]=1[CH2:7][NH:8][CH2:9][CH2:10][SH:11]. (6) Given the product [C:15]1([NH:21][C:22](=[O:23])[NH:13][CH2:12][C:11]([O:10][CH3:9])=[O:14])[CH:20]=[CH:19][CH:18]=[CH:17][CH:16]=1, predict the reactants needed to synthesize it. The reactants are: CCN(CC)CC.Cl.[CH3:9][O:10][C:11](=[O:14])[CH2:12][NH2:13].[C:15]1([N:21]=[C:22]=[O:23])[CH:20]=[CH:19][CH:18]=[CH:17][CH:16]=1. (7) Given the product [Si:1]([O:8][CH2:9][CH2:10][C:11]1[CH:12]=[CH:13][C:14]2[CH:25]=[CH:24][C:18]3=[N:19][CH:20]=[C:21]([C:32]4[CH:31]=[N:30][N:29]([CH3:28])[CH:33]=4)[CH:22]=[C:17]3[C:16](=[O:26])[C:15]=2[CH:27]=1)([C:4]([CH3:7])([CH3:6])[CH3:5])([CH3:3])[CH3:2], predict the reactants needed to synthesize it. The reactants are: [Si:1]([O:8][CH2:9][CH2:10][C:11]1[CH:12]=[CH:13][C:14]2[CH:25]=[CH:24][C:18]3=[N:19][CH:20]=[C:21](Cl)[CH:22]=[C:17]3[C:16](=[O:26])[C:15]=2[CH:27]=1)([C:4]([CH3:7])([CH3:6])[CH3:5])([CH3:3])[CH3:2].[CH3:28][N:29]1[CH:33]=[C:32](B2OC(C)(C)C(C)(C)O2)[CH:31]=[N:30]1.C(=O)([O-])[O-].[Na+].[Na+]. (8) The reactants are: Cl[CH2:2][C:3]1[N:4]=[C:5]2[CH:14]=[CH:13][CH:12]=[CH:11][N:6]2[C:7](=[O:10])[C:8]=1[I:9].[C:15]([O-:18])(=[O:17])[CH3:16].[K+].O. Given the product [C:15]([O:18][CH2:2][C:3]1[N:4]=[C:5]2[CH:14]=[CH:13][CH:12]=[CH:11][N:6]2[C:7](=[O:10])[C:8]=1[I:9])(=[O:17])[CH3:16], predict the reactants needed to synthesize it. (9) Given the product [Br:13][C:14]1[CH:19]=[CH:18][C:17]([O:20][CH2:10][CH2:9][OH:8])=[C:16]([O:21][CH3:22])[CH:15]=1, predict the reactants needed to synthesize it. The reactants are: C(=O)([O-])[O-].[K+].[K+].C1(=O)O[CH2:10][CH2:9][O:8]1.[Br:13][C:14]1[CH:19]=[CH:18][C:17]([OH:20])=[C:16]([O:21][CH3:22])[CH:15]=1.O. (10) Given the product [CH3:5][O:6][C:7]1[CH:12]=[CH:11][C:10]([CH:38]2[CH:37]=[CH:36][S:35](=[O:41])(=[O:40])[CH2:39]2)=[CH:9][CH:8]=1, predict the reactants needed to synthesize it. The reactants are: B([O-])([O-])[O-].[CH3:5][O:6][C:7]1[CH:12]=[CH:11][C:10]([N+]#N)=[CH:9][CH:8]=1.[CH3:5][O:6][C:7]1[CH:12]=[CH:11][C:10]([N+]#N)=[CH:9][CH:8]=1.[CH3:5][O:6][C:7]1[CH:12]=[CH:11][C:10]([N+]#N)=[CH:9][CH:8]=1.[S:35]1(=[O:41])(=[O:40])[CH2:39][CH:38]=[CH:37][CH2:36]1.